The task is: Predict the reactants needed to synthesize the given product.. This data is from Full USPTO retrosynthesis dataset with 1.9M reactions from patents (1976-2016). Given the product [NH2:8][C:9]1([C:18]([OH:20])=[O:19])[CH2:10][CH:11]2[N:17]([CH2:22][C:23]3[NH:28][C:27]([C:29]4[S:30][CH:31]=[CH:32][N:33]=4)=[N:26][C@@H:25]([C:34]4[CH:39]=[CH:38][CH:37]=[C:36]([F:40])[C:35]=4[F:41])[C:24]=3[C:42]([O:44][CH2:45][CH3:46])=[O:43])[CH:15]([CH2:14][O:13][CH2:12]2)[CH2:16]1, predict the reactants needed to synthesize it. The reactants are: C(OC([NH:8][C:9]1([C:18]([OH:20])=[O:19])[CH2:16][CH:15]2[NH:17][CH:11]([CH2:12][O:13][CH2:14]2)[CH2:10]1)=O)(C)(C)C.Br[CH2:22][C:23]1[NH:28][C:27]([C:29]2[S:30][CH:31]=[CH:32][N:33]=2)=[N:26][C@@H:25]([C:34]2[CH:39]=[CH:38][CH:37]=[C:36]([F:40])[C:35]=2[F:41])[C:24]=1[C:42]([O:44][CH2:45][CH3:46])=[O:43].